From a dataset of B-cell epitopes from IEDB database with 3,159 antigens for binding position prediction. Token-level Classification. Given an antigen amino acid sequence, predict which amino acid positions are active epitope sites capable of antibody binding. Output is a list of indices for active positions. (1) Given the antigen sequence: KKLEALEDAVLTGYGLFHKEKMLLNEEEITTKGASAQSGTSCTSGPSGTSPSSRSNTLPRSNTSSGASPPADASDSDAKSYSDLKHRVRNYLLTIKELKYPQLFYLTNHMLTLSKNVDGFKYLIDG, which amino acid positions are active epitope sites? The epitope positions are: [13, 14, 15, 16, 17, 18, 19, 20, 21, 22, 23]. The amino acids at these positions are: YGLFHKEKMLL. (2) Given the antigen sequence: MKTLLLTLVVVTIMCLDLGYTLVCYTNVLEPPGTLETCPDDFTCVKKWEGGGRRVTQYCSHACAIPASYEFVHCCQTDKCNG, which amino acid positions are active epitope sites? The epitope positions are: [66, 67, 68, 69, 70, 71, 72, 73, 74, 75, 76, 77, 78, 79, 80]. The amino acids at these positions are: ASYEFVHCCQTDKCN. (3) Given the antigen sequence: MSILKIHAREIFDSRGNPTVEVDLFTSKGLFRAAVPSGASTGIYEALELRDNDKTRYMGKGVSKAVEHINKTIAPALVSKKLNVTEQEKIDKLMIEMDGTENKSKFGANAILGVSLAVCKAGAVEKGVPLYRHIADLAGNSEVILPVPAFNVINGGSHAGNKLAMQEFMILPVGAANFREAMRIGAEVYHNLKNVIKEKYGKDATNVGDEGGFAPNILENKEGLELLKTAIGKAGYTDKVVIGMDVAASEFFRSGKYDLDFKSPDDPSRYISPDQLADLYKSFIKDYPVVSIEDPFDQDDWGAWQKFTASAGIQVVGDDLTVTNPKRIAKAVNEKSCNCLLLKVNQIGSVTESLQACKLAQANGWGVMVSHRSGETEDTFIADLVVGLCTGQIKTGAPCRSERLAKYNQLLRIEEELGSKAKFAGRNFRNPLAK, which amino acid positions are active epitope sites? The epitope positions are: [90, 91, 92, 93, 94, 95, 96, 97, 98, 99, 100, 101, 102, 103, 104]. The amino acids at these positions are: DKLMIEMDGTENKSK. (4) Given the antigen sequence: MEESVNQMQPLNEKQIANSQDGYVWQVTDMNRLHRFLCFGSEGGTYYIKEQKLGLENAEALIRLIEDGRGCEVIQEIKSFSQEGRTTKQEPMLFALAICSQCSDISTKQAAFKAVSEVCRIPTHLFTFIQFKKDLKESMKCGMWGRALRKAIADWYNEKGGMALALAVTKYKQRNGWSHKDLLRLSHLKPSSEGLAIVTKYITKGWKEVHELYKEKALSVETEKLLKYLEAVEKVKRTKDELEVIHLIEEHRLVREHLLTNHLKSKEVWKALLQEMPLTALLRNLGKMTANSVLEPGNSEVSLVCEKLCNEKLLKKARIHPFHILIALETYKTGHGLRGKLKWRPDEEILKALDAAFYKTFKTVEPTGKRFLLAVDVSASMNQRVLGSILNASTVAAAMCMVVTRTEKDSYVVAFSDEMVPCPVTTDMTLQQVLMAMSQIPAGGTDCSLPMIWAQKTNTPADVFIVFTDNETFAGGVHPAIALREYRKKMDIPAKLIVCG..., which amino acid positions are active epitope sites? The epitope positions are: [134, 135, 136, 137, 138, 139, 140, 141]. The amino acids at these positions are: LKESMKCG. (5) Given the antigen sequence: MTYEGAIGIDLGTTYSCVGVWQNERVEIIANDQGNRTTPSYVAFTDSERLIGDAAKNQVAMNPRNTVFDAKRLIGRKFSDPVVQSDMKHWPFKVITKGDDKPVIQVQFRGETKTFNPEEVSSMVLSKMKEIAESYLGKQVKKAVVTVPAYFNDSQRQATKDAGTIAGLEVLRIINEPTAAAIAYGLDKVEDGKERNVLIFDLGGGTFDVTLLTIDGGIFEVKATNGDTHLGGEDFDNRLVAHFTDEFKRKNKGKDLSTNLRALRRLRTACERAKRTLSSAAQATIEIDALFDNVDFQATITRARFEELCGELFRGTLQPVERVLQDAKMDKRAVHDVVLVGGSTRIPKVMQLVSDFFRGKELKKSIQPDEAVAYGAAVQAFILTGGKSKQTEGLLLLDVTPLTLGIETAGGVMTSLIKRNTTIPTKKSQIFSTYADNQPGVHIQVFEGERAMTKDCHLLGTFELSGIPPPPRGVPQIEVTFDLDANGILNVSAEEKGTGK..., which amino acid positions are active epitope sites? The epitope positions are: [586, 587, 588, 589, 590, 591, 592, 593, 594, 595, 596, 597, 598, 599, 600]. The amino acids at these positions are: NQEASKEEYEHRQKE. (6) Given the antigen sequence: DELQDKIPPLPEQSLVYPFPGPIHNSLPQNIPPLTQTPVVVPPFLQPEVMGVSRVKEAMAPKHKEMPFPKYPVEPFTESQSLTLTDVENLHLPLPLLQSWMHQPHQPLPPTVMFPPQSVLSLSQSKVLPVPQKAVPYPQRDMPIQAFLLYQEPVLGPVRGPFPII, which amino acid positions are active epitope sites? The epitope positions are: [149, 150, 151, 152, 153, 154, 155, 156, 157, 158]. The amino acids at these positions are: YQEPVLGPVR. (7) Given the antigen sequence: MASGGAFCLIANDGKADKIILAQDLLNSRISNIKNVNKSYGKPDPEPTLSQIEETHLVHFNAHFKPYVPVGFEYNKVRPHTGTPTLGNKLTFGIPQYGDFFHDMVGHHILGACHSSWQDAPIQGTAQMGAHGQLQTFPRNGYDWDNQTPLEGAVYTLVDPFGRPIVPGTKNAYRNLVYYCEYPGERLYENVRFDVNGNSLDEYSSDVTTLVRKFCIPGDKMTGYKHLVGQEVSVEGTSGPLLCNIHDLHKPHQSKPILTDENDTQRTCSHTNPKFLSQHFPENSHNIQTAGKQDITPITDATYLDIRRNVHYSCNGPQTPKYYQPPLALWIKLRFWFNENVNLAIPSVSIPFGERFITIKLASQKDLVNEFPGLFIRQSRFIPGRPSRRNIRFKPWFIPGVINEISLTNNELYINNLFVTPEIHNLFVKRVRFSLIRVHKTQVTHTNNNHHDEKLMSALKWPIEYMFIGLKPTWNISDQNPHQHRDWHKFGHVVNAIMQP..., which amino acid positions are active epitope sites? The epitope positions are: [585, 586, 587, 588, 589, 590, 591, 592, 593, 594]. The amino acids at these positions are: LKPREEYQPS. (8) Given the antigen sequence: MKTTCLLISLILIQGVKTLPILEIASNIQPQNVDSVCSGTLQKTEDVHLMGFTLSGQKVADSPLEASKRWAFRAGVPPKNVEYTEGEEAKTCYNISVTDPSGKSLLLDPPTNIRDYPKCKTIHHIQGQNPHAQGIALHLWGAFFLYDRIASTTMYRGKVFTEGNIAAMIVNKTVHKMIFSRQGQGYRHMNLTSTNKYWTSSNGTQTNDTGCFGTLQEYNSTKNQTCAPSKKPLPLPTAHPEVKLTSTSTDATKLNTTDPNSDDEDLTTSGSGSGEQEPYTTSDAATKQGLSSTMPPTPSPQPSTPQQGGNNTNHSQGVVTEPGKTNTTAQPSMPPHNTTTISTNNTSKHNLSTPSVPIQNATNYNTQSTAPENEQTSAPSKTTLLPTENPTTAKSTNSTKSPTTTVPNTTNKYSTSPSPTPNSTAQHLVYFRRKRNILWREGDMFPFLDGLINAPIDFDPVPNTKTIFDESSSSGASAEEDQHASPNISLTLSYFPKVNE..., which amino acid positions are active epitope sites? The epitope positions are: [410, 411, 412, 413, 414, 415, 416, 417, 418, 419, 420, 421, 422, 423, 424, 425, 426, 427, 428, 429]. The amino acids at these positions are: NKYSTSPSPTPNSTAQHLVY. (9) Given the antigen sequence: MEKIVLLFAIVSLVKSDQICIGYHANNSTEQVDTIMEKNVTVTHAQDILEKKHNGKLCDLDGVKPLILRDCSVAGWLLGNPMCDEFINVPEWSYIVEKANPVNDLCYPGDFNDYEELKHLLSRINHFEKIQIIPKSYWSSHEASLGVSSACPYQGKSSFFRNVVWLTKKNSTYPTIKRSYNNTNQEDLLVLWGIHHPNDAAEQTKLYQNPTTYISVGTSTLNQRLVPRIATRSKVNGQSGRMEFFWTILKPNDAINFESNGNFIAPEYAYKIVKKGDSTIMKSELEYGNCNTKCQTPMGAINSSMPFHNIHPLTIGECPKYVKSNRLVLATGLRNSPQRETRGLFGAIAGFIEGGWQGMVDGWYGYHHSNEQGSGYAADKESTQKAIDGVTNKVNSIIDKMNTQFEAVGREFNNLERRIENLNKKMEDGFLDVWTYNAELLVLMENERTLDFHDSNVKNLYDKVRLQLRDNAKELGNGCFEFYHKCDNECMESVRNGTYD..., which amino acid positions are active epitope sites? The epitope positions are: [96, 97, 98, 99, 100, 101, 102, 103, 104, 105, 106, 107, 108, 109, 110, 111, 112, 113, 114, 115... (23 total positions)]. The amino acids at these positions are: EKANPVNDLCYPGDFNDYEELKH. (10) Given the antigen sequence: MATLEKLMKAFESLKSFQQQQQQQQQQQQQQQQQQQQQPPPPPPPPPPPQLPQPPPQAQPLLPQPQPPPPPPPPPPGPAVAEEPLHRPKKELSATKKDRVNHCLTICENIVAQSVRNSPEFQKLLGIAMELFLLCSDDAESDVRMVADECLNKVIKALMDSNLPRLQLELYKEIKKNGAPRSLRAALWRFAELAHLVRPQKCRPYLVNLLPCLTRTSKRPEESVQETLAAAVPKIMASFGNFANDNEIKVLLKAFIANLKSSSPTIRRTAAGSAVSICQHSRRTQYFYSWLLNVLLGLLVPVEDEHSTLLILGVLLTLRYLVPLLQQQVKDTSLKGSFGVTRKEMEVSPSAEQLVQVYELTLHHTQHQDHNVVTGALELLQQLFRTPPPELLQTLTAVGGIGQLTAAKEESGGRSRSGSIVELIAGGGSSCSPVLSRKQKGKVLLGEEEALEDDSESRSDVSSSALTASVKDEISGELAASSGVSTPGSAGHDIITEQPR..., which amino acid positions are active epitope sites? The epitope positions are: [17, 18, 19, 20, 21, 22, 23, 24, 25, 26, 27]. The amino acids at these positions are: QQQQQQQQQQQ.